From a dataset of Catalyst prediction with 721,799 reactions and 888 catalyst types from USPTO. Predict which catalyst facilitates the given reaction. (1) The catalyst class is: 38. Product: [F:1][C:2]1[C:7]([O:8][CH3:9])=[CH:6][C:5]([O:10][CH3:11])=[C:4]([F:12])[C:3]=1[C:13]1[N:18]=[C:17]2[NH:19][N:20]=[C:21]([C:33]3[CH:34]=[CH:35][C:29]4[O:28][CH:27]([C:25]([N:24]([CH3:23])[CH3:45])=[O:26])[CH2:31][C:30]=4[CH:32]=3)[C:16]2=[CH:15][N:14]=1. Reactant: [F:1][C:2]1[C:7]([O:8][CH3:9])=[CH:6][C:5]([O:10][CH3:11])=[C:4]([F:12])[C:3]=1[C:13]1[N:18]=[C:17]2[NH:19][N:20]=[C:21](I)[C:16]2=[CH:15][N:14]=1.[CH3:23][N:24]([CH3:45])[C:25]([CH:27]1[CH2:31][C:30]2[CH:32]=[C:33](B3OC(C)(C)C(C)(C)O3)[CH:34]=[CH:35][C:29]=2[O:28]1)=[O:26].ClCCl.P([O-])([O-])([O-])=O.[K+].[K+].[K+]. (2) Reactant: [N+:1]([C:4]1[CH:9]=[CH:8][C:7]([N:10]2[C:19]3[N:20]4[CH:26]=[C:25]([O:27][CH2:28][C:29](OCC)=[O:30])[CH:24]=[CH:23][C:21]4=[N:22][C:18]=3[C:17]3[C:12](=[CH:13][CH:14]=[CH:15][CH:16]=3)[C:11]2=[O:34])=[CH:6][CH:5]=1)([O-:3])=[O:2].[CH3:35][NH2:36]. Product: [CH3:35][NH:36][C:29](=[O:30])[CH2:28][O:27][C:25]1[CH:24]=[CH:23][C:21]2[N:20]([CH:26]=1)[C:19]1[N:10]([C:7]3[CH:8]=[CH:9][C:4]([N+:1]([O-:3])=[O:2])=[CH:5][CH:6]=3)[C:11](=[O:34])[C:12]3[C:17]([C:18]=1[N:22]=2)=[CH:16][CH:15]=[CH:14][CH:13]=3. The catalyst class is: 8. (3) The catalyst class is: 74. Reactant: C([O:3][C:4](=[O:30])[CH2:5][C:6]1[CH:11]=[CH:10][C:9]([O:12][CH2:13]/[CH:14]=[C:15](/[C:17]2[CH:29]=[CH:28][C:27]3[C:26]4[C:21](=[CH:22][CH:23]=[CH:24][CH:25]=4)[CH2:20][C:19]=3[CH:18]=2)\[CH3:16])=[CH:8][CH:7]=1)C.CO. Product: [CH:18]1[C:19]2[CH2:20][C:21]3[C:26](=[CH:25][CH:24]=[CH:23][CH:22]=3)[C:27]=2[CH:28]=[CH:29][C:17]=1/[C:15](/[CH3:16])=[CH:14]/[CH2:13][O:12][C:9]1[CH:8]=[CH:7][C:6]([CH2:5][C:4]([OH:30])=[O:3])=[CH:11][CH:10]=1. (4) Reactant: [C:1]1([CH:7]([C:13]2[CH:18]=[CH:17][CH:16]=[CH:15][CH:14]=2)[C@@H:8]([OH:12])[CH2:9][CH:10]=[CH2:11])[CH:6]=[CH:5][CH:4]=[CH:3][CH:2]=1.[H-].[Na+].[CH2:21](Br)[CH:22]=[CH2:23]. Product: [C:13]1([CH:7]([C:1]2[CH:2]=[CH:3][CH:4]=[CH:5][CH:6]=2)[C@@H:8]([O:12][CH2:23][CH:22]=[CH2:21])[CH2:9][CH:10]=[CH2:11])[CH:14]=[CH:15][CH:16]=[CH:17][CH:18]=1. The catalyst class is: 3. (5) Reactant: C([O:8][C:9](=[O:30])[C@@H:10]([CH2:26][CH:27]([CH3:29])[CH3:28])[N:11]([CH2:19][CH2:20][C:21]([O:23][CH2:24][CH3:25])=[O:22])[C:12]([O:14][C:15]([CH3:18])([CH3:17])[CH3:16])=[O:13])C1C=CC=CC=1.[H][H]. Product: [CH2:24]([O:23][C:21]([CH2:20][CH2:19][N:11]([C:12]([O:14][C:15]([CH3:18])([CH3:16])[CH3:17])=[O:13])[C@@H:10]([C:9]([OH:30])=[O:8])[CH2:26][CH:27]([CH3:28])[CH3:29])=[O:22])[CH3:25]. The catalyst class is: 129. (6) Reactant: [F:1][C:2]1[CH:7]=[CH:6][CH:5]=[C:4]([F:8])[C:3]=1[N:9]1[C:17]2[CH:16]=[CH:15][N:14]=[C:13]([O:18]C)[C:12]=2[C:11]([C:20]2[CH:29]=[CH:28][C:23]([C:24]([NH:26][CH3:27])=[O:25])=[CH:22][CH:21]=2)=[N:10]1.[I-].[Na+].Cl[Si](C)(C)C.C(=O)([O-])O.[Na+]. Product: [F:1][C:2]1[CH:7]=[CH:6][CH:5]=[C:4]([F:8])[C:3]=1[N:9]1[C:17]2[CH:16]=[CH:15][NH:14][C:13](=[O:18])[C:12]=2[C:11]([C:20]2[CH:21]=[CH:22][C:23]([C:24]([NH:26][CH3:27])=[O:25])=[CH:28][CH:29]=2)=[N:10]1. The catalyst class is: 10.